Dataset: Full USPTO retrosynthesis dataset with 1.9M reactions from patents (1976-2016). Task: Predict the reactants needed to synthesize the given product. (1) Given the product [NH2:18][CH2:17][C:11]1([C:8]2[CH:9]=[CH:10][C:5]([O:4][C:3]([F:2])([F:19])[F:20])=[CH:6][CH:7]=2)[CH2:12][CH2:13][N:14]([C:22]2[N:30]=[CH:29][N:28]=[C:27]3[C:23]=2[NH:24][C:25](=[O:31])[NH:26]3)[CH2:15][CH2:16]1, predict the reactants needed to synthesize it. The reactants are: Cl.[F:2][C:3]([F:20])([F:19])[O:4][C:5]1[CH:10]=[CH:9][C:8]([C:11]2([CH2:17][NH2:18])[CH2:16][CH2:15][NH:14][CH2:13][CH2:12]2)=[CH:7][CH:6]=1.Cl[C:22]1[N:30]=[CH:29][N:28]=[C:27]2[C:23]=1[NH:24][C:25](=[O:31])[NH:26]2. (2) The reactants are: COC(C1CC(=O)[N:7](C2C=CC(O)=CC=2)[CH2:6]1)=O.COC1C=CC=CC=1CBr.C[O:29][C:30]([CH:32]1[CH2:36][C:35](=[O:37])[N:34]([C:38]2[CH:43]=[CH:42][C:41]([O:44][CH2:45][C:46]3[CH:51]=[CH:50][CH:49]=[CH:48][C:47]=3[O:52][CH3:53])=[CH:40][CH:39]=2)[CH2:33]1)=O. Given the product [CH3:6][NH2:7].[CH3:6][NH:7][C:30]([CH:32]1[CH2:36][C:35](=[O:37])[N:34]([C:38]2[CH:43]=[CH:42][C:41]([O:44][CH2:45][C:46]3[CH:51]=[CH:50][CH:49]=[CH:48][C:47]=3[O:52][CH3:53])=[CH:40][CH:39]=2)[CH2:33]1)=[O:29], predict the reactants needed to synthesize it. (3) The reactants are: [C:1]([C:3]1[CH:8]=[CH:7][C:6]([N:9]([CH2:14][CH2:15][CH3:16])[CH2:10][C:11]([OH:13])=O)=[CH:5][C:4]=1[C:17]([F:20])([F:19])[F:18])#[N:2].[C:21]1([C@@H:27]([NH2:29])[CH3:28])[CH:26]=[CH:25][CH:24]=[CH:23][CH:22]=1. Given the product [C:1]([C:3]1[CH:8]=[CH:7][C:6]([N:9]([CH2:14][CH2:15][CH3:16])[CH2:10][C:11]([NH:29][C@H:27]([C:21]2[CH:26]=[CH:25][CH:24]=[CH:23][CH:22]=2)[CH3:28])=[O:13])=[CH:5][C:4]=1[C:17]([F:20])([F:19])[F:18])#[N:2], predict the reactants needed to synthesize it. (4) Given the product [F:22][C:19]1[CH:20]=[CH:21][C:16]([CH2:15][O:14][C:12]2[CH:11]=[CH:10][C:7](/[CH:8]=[CH:26]/[N+:23]([O-:25])=[O:24])=[C:6]([F:5])[CH:13]=2)=[N:17][CH:18]=1, predict the reactants needed to synthesize it. The reactants are: C(O)(=O)C.[F:5][C:6]1[CH:13]=[C:12]([O:14][CH2:15][C:16]2[CH:21]=[CH:20][C:19]([F:22])=[CH:18][N:17]=2)[CH:11]=[CH:10][C:7]=1[CH:8]=O.[N+:23]([CH3:26])([O-:25])=[O:24].C([O-])(=O)C.[NH4+]. (5) Given the product [C:32]([OH:39])(=[O:38])/[CH:33]=[CH:34]/[C:35]([OH:37])=[O:36].[CH3:1][NH:2][CH2:3][C:4]1[C:12]2[O:11][N:10]=[C:9]([CH2:13][CH2:14][CH:15]3[CH2:16][CH2:17][N:18]([C:21]4[N:22]=[N:23][CH:24]=[CH:25][CH:26]=4)[CH2:19][CH2:20]3)[C:8]=2[CH:7]=[CH:6][C:5]=1[O:27][CH2:28][CH:29]1[CH2:31][CH2:30]1, predict the reactants needed to synthesize it. The reactants are: [CH3:1][NH:2][CH2:3][C:4]1[C:12]2[O:11][N:10]=[C:9]([CH2:13][CH2:14][CH:15]3[CH2:20][CH2:19][N:18]([C:21]4[N:22]=[N:23][CH:24]=[CH:25][CH:26]=4)[CH2:17][CH2:16]3)[C:8]=2[CH:7]=[CH:6][C:5]=1[O:27][CH2:28][CH:29]1[CH2:31][CH2:30]1.[C:32]([OH:39])(=[O:38])/[CH:33]=[CH:34]/[C:35]([OH:37])=[O:36]. (6) Given the product [N:1]1[C:10]2[C:5](=[CH:6][CH:7]=[CH:8][CH:9]=2)[N:4]=[CH:3][C:2]=1[C:11]([O:24][C:14]12[CH2:21][CH:20]3[CH2:19][CH:18]([CH2:17][CH:16]([CH2:22]3)[CH2:15]1)[CH2:23]2)=[O:12], predict the reactants needed to synthesize it. The reactants are: [N:1]1[C:10]2[C:5](=[CH:6][CH:7]=[CH:8][CH:9]=2)[N:4]=[CH:3][C:2]=1[C:11](Cl)=[O:12].[C:14]12([OH:24])[CH2:23][CH:18]3[CH2:19][CH:20]([CH2:22][CH:16]([CH2:17]3)[CH2:15]1)[CH2:21]2.N1C=CC=CC=1. (7) Given the product [ClH:1].[Cl:1][C:2]1[CH:7]=[CH:6][CH:5]=[CH:4][C:3]=1[C:8]1[C:9]([C:31]2[CH:32]=[CH:33][C:34]([Cl:37])=[CH:35][CH:36]=2)=[CH:10][C:11]2[N:12]([C:14]([CH2:17][CH:18]3[CH2:19][CH2:20][NH:21][CH2:22][CH2:23]3)=[N:15][N:16]=2)[N:13]=1, predict the reactants needed to synthesize it. The reactants are: [Cl:1][C:2]1[CH:7]=[CH:6][CH:5]=[CH:4][C:3]=1[C:8]1[C:9]([C:31]2[CH:36]=[CH:35][C:34]([Cl:37])=[CH:33][CH:32]=2)=[CH:10][C:11]2[N:12]([C:14]([CH2:17][CH:18]3[CH2:23][CH2:22][N:21](C(OC(C)(C)C)=O)[CH2:20][CH2:19]3)=[N:15][N:16]=2)[N:13]=1.Cl. (8) Given the product [CH2:12]([O:14][C:15](=[O:24])[CH2:16][C:17]1[CH:22]=[CH:21][CH:20]=[C:19]([NH:23][C:5](=[O:7])[C:4]2[CH:3]=[C:2]([F:1])[CH:10]=[C:9]([Br:11])[CH:8]=2)[CH:18]=1)[CH3:13], predict the reactants needed to synthesize it. The reactants are: [F:1][C:2]1[CH:3]=[C:4]([CH:8]=[C:9]([Br:11])[CH:10]=1)[C:5]([OH:7])=O.[CH2:12]([O:14][C:15](=[O:24])[CH2:16][C:17]1[CH:22]=[CH:21][CH:20]=[C:19]([NH2:23])[CH:18]=1)[CH3:13]. (9) Given the product [S:8]1[CH2:9][CH2:10][C:11]2[CH:16]=[CH:15][CH:14]=[CH:13][C:12]1=2, predict the reactants needed to synthesize it. The reactants are: FC(F)(F)C(O)=O.[S:8]1[C:12]2[CH:13]=[CH:14][CH:15]=[CH:16][C:11]=2[CH:10]=[CH:9]1.C([SiH](CC)CC)C.